This data is from Peptide-MHC class II binding affinity with 134,281 pairs from IEDB. The task is: Regression. Given a peptide amino acid sequence and an MHC pseudo amino acid sequence, predict their binding affinity value. This is MHC class II binding data. The peptide sequence is VCGMFTNRSGSQQW. The MHC is HLA-DPA10103-DPB10401 with pseudo-sequence HLA-DPA10103-DPB10401. The binding affinity (normalized) is 0.